This data is from Reaction yield outcomes from USPTO patents with 853,638 reactions. The task is: Predict the reaction yield, written as a fraction of the theoretical maximum amount of product (1.0 means a 100% yield; for example, 0.34 means a 34% yield). (1) The reactants are C([O:8][C:9]1[C:17]([F:18])=[C:16]2[C:12]([CH2:13][N:14]([CH2:20][C@H:21]3[CH2:26][CH2:25][C@H:24]([CH2:27][OH:28])[CH2:23][CH2:22]3)[C:15]2=[O:19])=[CH:11][CH:10]=1)C1C=CC=CC=1.[H][H]. The catalyst is [Pd].C1COCC1. The product is [F:18][C:17]1[C:9]([OH:8])=[CH:10][CH:11]=[C:12]2[C:16]=1[C:15](=[O:19])[N:14]([CH2:20][C@H:21]1[CH2:22][CH2:23][C@H:24]([CH2:27][OH:28])[CH2:25][CH2:26]1)[CH2:13]2. The yield is 0.980. (2) The reactants are [Cl:1][C:2]1[CH:3]=[C:4]2[C:9](=[CH:10][CH:11]=1)[N:8]=[C:7]([CH2:12]Cl)[N:6]([C:14]1[CH:19]=[CH:18][CH:17]=[CH:16][C:15]=1[Cl:20])[C:5]2=[O:21].O.[SH:23][C:24]1[N:32]=[CH:31][N:30]=[C:29]2[C:25]=1[NH:26][CH:27]=[N:28]2.C([O-])([O-])=O.[K+].[K+]. The catalyst is CN(C=O)C. The product is [Cl:1][C:2]1[CH:3]=[C:4]2[C:9](=[CH:10][CH:11]=1)[N:8]=[C:7]([CH2:12][S:23][C:24]1[N:32]=[CH:31][N:30]=[C:29]3[C:25]=1[N:26]=[CH:27][NH:28]3)[N:6]([C:14]1[CH:19]=[CH:18][CH:17]=[CH:16][C:15]=1[Cl:20])[C:5]2=[O:21]. The yield is 0.420.